From a dataset of TCR-epitope binding with 47,182 pairs between 192 epitopes and 23,139 TCRs. Binary Classification. Given a T-cell receptor sequence (or CDR3 region) and an epitope sequence, predict whether binding occurs between them. (1) The epitope is KEIDRLNEV. The TCR CDR3 sequence is CASSKGTSGDQETQYF. Result: 1 (the TCR binds to the epitope). (2) The epitope is RPHERNGFTVL. The TCR CDR3 sequence is CASSSLLNTEAFF. Result: 0 (the TCR does not bind to the epitope). (3) The epitope is AVFDRKSDAK. The TCR CDR3 sequence is CASRQLALGETQYF. Result: 1 (the TCR binds to the epitope). (4) The epitope is LVLSVNPYV. The TCR CDR3 sequence is CASSVAPGPDSPLHF. Result: 0 (the TCR does not bind to the epitope).